From a dataset of NCI-60 drug combinations with 297,098 pairs across 59 cell lines. Regression. Given two drug SMILES strings and cell line genomic features, predict the synergy score measuring deviation from expected non-interaction effect. (1) Drug 1: C1=CC(=C2C(=C1NCCNCCO)C(=O)C3=C(C=CC(=C3C2=O)O)O)NCCNCCO. Drug 2: C1CCC(CC1)NC(=O)N(CCCl)N=O. Cell line: HCT116. Synergy scores: CSS=32.8, Synergy_ZIP=-13.1, Synergy_Bliss=-18.5, Synergy_Loewe=-20.6, Synergy_HSA=-12.8. (2) Drug 2: CC1C(C(CC(O1)OC2CC(CC3=C2C(=C4C(=C3O)C(=O)C5=C(C4=O)C(=CC=C5)OC)O)(C(=O)CO)O)N)O.Cl. Synergy scores: CSS=64.0, Synergy_ZIP=4.41, Synergy_Bliss=4.82, Synergy_Loewe=5.97, Synergy_HSA=7.12. Cell line: NCI-H522. Drug 1: CC(C)(C#N)C1=CC(=CC(=C1)CN2C=NC=N2)C(C)(C)C#N.